Dataset: Forward reaction prediction with 1.9M reactions from USPTO patents (1976-2016). Task: Predict the product of the given reaction. (1) Given the reactants [N:1]1[CH:6]=[CH:5][CH:4]=[CH:3][C:2]=1[C:7]1[O:11][CH:10]=[N:9][CH:8]=1.[CH3:12][O:13][C:14]([CH:16](C)[CH2:17][CH2:18][CH2:19][C:20](O)=[O:21])=[O:15], predict the reaction product. The product is: [O:21]=[C:20]([C:10]1[O:11][C:7]([C:2]2[CH:3]=[CH:4][CH:5]=[CH:6][N:1]=2)=[CH:8][N:9]=1)[CH2:19][CH2:18][CH2:17][CH2:16][C:14]([O:13][CH3:12])=[O:15]. (2) Given the reactants Br[C:2]1[C:10]2[C:5](=[C:6]([O:18][C:19]3[CH:24]=[CH:23][C:22]([S:25]([CH3:28])(=[O:27])=[O:26])=[CH:21][CH:20]=3)[CH:7]=[C:8]([C:11]3[C:16]([Cl:17])=[CH:15][CH:14]=[CH:13][N:12]=3)[CH:9]=2)[N:4]([CH3:29])[N:3]=1.[Si]([O:37][CH2:38][CH2:39][N:40]1[CH:44]=[CH:43][C:42]([NH2:45])=[N:41]1)(C(C)(C)C)(C)C, predict the reaction product. The product is: [Cl:17][C:16]1[C:11]([C:8]2[CH:9]=[C:10]3[C:5](=[C:6]([O:18][C:19]4[CH:24]=[CH:23][C:22]([S:25]([CH3:28])(=[O:27])=[O:26])=[CH:21][CH:20]=4)[CH:7]=2)[N:4]([CH3:29])[N:3]=[C:2]3[NH:45][C:42]2[CH:43]=[CH:44][N:40]([CH2:39][CH2:38][OH:37])[N:41]=2)=[N:12][CH:13]=[CH:14][CH:15]=1.